This data is from Full USPTO retrosynthesis dataset with 1.9M reactions from patents (1976-2016). The task is: Predict the reactants needed to synthesize the given product. Given the product [CH2:33]([N:2]1[CH2:3][CH2:4][C:5]2[C:10](=[CH:9][CH:8]=[C:7]([O:11][C:12]3[CH:20]=[CH:19][C:15]([C:16]([NH2:18])=[O:17])=[CH:14][N:13]=3)[CH:6]=2)[CH2:1]1)[CH2:34][C:35]1[CH:40]=[CH:39][CH:38]=[CH:37][CH:36]=1, predict the reactants needed to synthesize it. The reactants are: [CH2:1]1[C:10]2[C:5](=[CH:6][C:7]([O:11][C:12]3[CH:20]=[CH:19][C:15]([C:16]([NH2:18])=[O:17])=[CH:14][N:13]=3)=[CH:8][CH:9]=2)[CH2:4][CH2:3][NH:2]1.CN(C=O)C.CCN(CC)CC.[CH2:33](Br)[CH2:34][C:35]1[CH:40]=[CH:39][CH:38]=[CH:37][CH:36]=1.